This data is from Full USPTO retrosynthesis dataset with 1.9M reactions from patents (1976-2016). The task is: Predict the reactants needed to synthesize the given product. (1) Given the product [OH-:5].[NH4+:7].[CH3:16][S:15][CH2:14][C:11]1[N:12]=[CH:13][C:8]([NH2:7])=[N:9][CH:10]=1, predict the reactants needed to synthesize it. The reactants are: C([O:5]C(=O)[NH:7][C:8]1[CH:13]=[N:12][C:11]([CH2:14][S:15][CH3:16])=[CH:10][N:9]=1)(C)(C)C.FC(F)(F)C(O)=O. (2) Given the product [Cl:1][C:2]1[CH:3]=[CH:4][C:5]2[NH:11][C:10](=[S:39])[C@@H:9]([CH2:13][C:14]([O:16][CH2:17][CH3:18])=[O:15])[S:8][C@H:7]([C:19]3[CH:24]=[CH:23][CH:22]=[C:21]([O:25][CH3:26])[C:20]=3[CH2:27][CH3:28])[C:6]=2[CH:29]=1, predict the reactants needed to synthesize it. The reactants are: [Cl:1][C:2]1[CH:3]=[CH:4][C:5]2[NH:11][C:10](=O)[C@@H:9]([CH2:13][C:14]([O:16][CH2:17][CH3:18])=[O:15])[S:8][C@H:7]([C:19]3[CH:24]=[CH:23][CH:22]=[C:21]([O:25][CH3:26])[C:20]=3[CH2:27][CH3:28])[C:6]=2[CH:29]=1.COC1C=CC(P2(SP(C3C=CC(OC)=CC=3)(=S)S2)=[S:39])=CC=1. (3) Given the product [CH3:26][O:27][C@H:28]1[CH2:32][CH2:31][N:30]([C:2]2[CH:3]=[CH:4][C:5]3[C:11]4[N:12]([CH:20]5[CH2:25][CH2:24][CH2:23][CH2:22][O:21]5)[N:13]=[C:14]([C:15]([O:17][CH2:18][CH3:19])=[O:16])[C:10]=4[CH2:9][O:8][C:6]=3[CH:7]=2)[CH2:29]1, predict the reactants needed to synthesize it. The reactants are: Br[C:2]1[CH:3]=[CH:4][C:5]2[C:11]3[N:12]([CH:20]4[CH2:25][CH2:24][CH2:23][CH2:22][O:21]4)[N:13]=[C:14]([C:15]([O:17][CH2:18][CH3:19])=[O:16])[C:10]=3[CH2:9][O:8][C:6]=2[CH:7]=1.[CH3:26][O:27][C@H:28]1[CH2:32][CH2:31][NH:30][CH2:29]1.C1C=CC(P(C2C(C3C(P(C4C=CC=CC=4)C4C=CC=CC=4)=CC=C4C=3C=CC=C4)=C3C(C=CC=C3)=CC=2)C2C=CC=CC=2)=CC=1.C(=O)([O-])[O-].[Cs+].[Cs+].